Dataset: Peptide-MHC class I binding affinity with 185,985 pairs from IEDB/IMGT. Task: Regression. Given a peptide amino acid sequence and an MHC pseudo amino acid sequence, predict their binding affinity value. This is MHC class I binding data. (1) The peptide sequence is LSTRDGEPLM. The MHC is HLA-A30:01 with pseudo-sequence HLA-A30:01. The binding affinity (normalized) is 0.316. (2) The peptide sequence is EITGPIIMI. The MHC is HLA-B58:01 with pseudo-sequence HLA-B58:01. The binding affinity (normalized) is 0.0847. (3) The peptide sequence is LICYQIEYI. The MHC is HLA-A02:11 with pseudo-sequence HLA-A02:11. The binding affinity (normalized) is 1.00. (4) The peptide sequence is SSCSSCPLSKI. The MHC is HLA-B27:05 with pseudo-sequence HLA-B27:05. The binding affinity (normalized) is 0.213. (5) The peptide sequence is FSPRLLTAL. The MHC is Mamu-A01 with pseudo-sequence YYAMYRENMTENAVNTLYLRVEYYTWAVMAYQWY. The binding affinity (normalized) is 1.00. (6) The peptide sequence is FAYVMNIER. The MHC is HLA-A11:01 with pseudo-sequence HLA-A11:01. The binding affinity (normalized) is 0.613. (7) The peptide sequence is GTYPLTAAR. The MHC is HLA-A03:01 with pseudo-sequence HLA-A03:01. The binding affinity (normalized) is 0.497. (8) The peptide sequence is YIITCCLFA. The MHC is HLA-B57:01 with pseudo-sequence HLA-B57:01. The binding affinity (normalized) is 0.0847. (9) The peptide sequence is GLLGNVSTV. The MHC is HLA-A02:01 with pseudo-sequence HLA-A02:01. The binding affinity (normalized) is 0.706.